This data is from Peptide-MHC class II binding affinity with 134,281 pairs from IEDB. The task is: Regression. Given a peptide amino acid sequence and an MHC pseudo amino acid sequence, predict their binding affinity value. This is MHC class II binding data. (1) The peptide sequence is AFKVAATAANAAPAN. The binding affinity (normalized) is 0.315. The MHC is HLA-DQA10301-DQB10302 with pseudo-sequence HLA-DQA10301-DQB10302. (2) The MHC is HLA-DPA10301-DPB10402 with pseudo-sequence HLA-DPA10301-DPB10402. The binding affinity (normalized) is 0.334. The peptide sequence is MSGHALAARTLLAAA.